From a dataset of Reaction yield outcomes from USPTO patents with 853,638 reactions. Predict the reaction yield, written as a fraction of the theoretical maximum amount of product (1.0 means a 100% yield; for example, 0.34 means a 34% yield). (1) The reactants are [C:1]1([C:7]2[C:17]3[O:16][CH2:15][CH2:14][N:13](C(OC(C)(C)C)=O)[CH2:12][C:11]=3[CH:10]=[CH:9][CH:8]=2)[CH:6]=[CH:5][CH:4]=[CH:3][CH:2]=1.C(OCC)(=O)C.C(OCC)(=O)C.[ClH:37]. The product is [ClH:37].[C:1]1([C:7]2[C:17]3[O:16][CH2:15][CH2:14][NH:13][CH2:12][C:11]=3[CH:10]=[CH:9][CH:8]=2)[CH:2]=[CH:3][CH:4]=[CH:5][CH:6]=1. No catalyst specified. The yield is 0.739. (2) The reactants are [CH3:1][N:2]1[N:6]=[C:5](Br)[C:4]([Cl:8])=[N:3]1.[Cl-].[Li+].C([Mg]Cl)(C)C.[C:16](=[O:18])=[O:17].Cl. The catalyst is O1CCCC1. The product is [CH3:1][N:2]1[N:6]=[C:5]([C:16]([OH:18])=[O:17])[C:4]([Cl:8])=[N:3]1. The yield is 0.850.